This data is from Full USPTO retrosynthesis dataset with 1.9M reactions from patents (1976-2016). The task is: Predict the reactants needed to synthesize the given product. Given the product [F:37][C:11]1[C:12]([CH2:13][C:14]2[C:22]3[C:17](=[N:18][CH:19]=[CH:20][CH:21]=3)[N:16]([Si:23]([CH:27]([CH3:29])[CH3:28])([CH:24]([CH3:26])[CH3:25])[CH:30]([CH3:32])[CH3:31])[CH:15]=2)=[CH:33][C:34]([O:35][CH3:36])=[C:9]([OH:8])[CH:10]=1, predict the reactants needed to synthesize it. The reactants are: C([O:8][C:9]1[C:34]([O:35][CH3:36])=[CH:33][C:12]([CH2:13][C:14]2[C:22]3[C:17](=[N:18][CH:19]=[CH:20][CH:21]=3)[N:16]([Si:23]([CH:30]([CH3:32])[CH3:31])([CH:27]([CH3:29])[CH3:28])[CH:24]([CH3:26])[CH3:25])[CH:15]=2)=[C:11]([F:37])[CH:10]=1)C1C=CC=CC=1.